This data is from Merck oncology drug combination screen with 23,052 pairs across 39 cell lines. The task is: Regression. Given two drug SMILES strings and cell line genomic features, predict the synergy score measuring deviation from expected non-interaction effect. Drug 1: N.N.O=C(O)C1(C(=O)O)CCC1.[Pt]. Drug 2: CCc1cnn2c(NCc3ccc[n+]([O-])c3)cc(N3CCCCC3CCO)nc12. Cell line: NCIH23. Synergy scores: synergy=-11.8.